This data is from Full USPTO retrosynthesis dataset with 1.9M reactions from patents (1976-2016). The task is: Predict the reactants needed to synthesize the given product. (1) Given the product [CH3:7][S:8]([O:1][CH2:2][C:3]1([O:6][S:8]([CH3:7])(=[O:10])=[O:9])[CH2:5][CH2:4]1)(=[O:10])=[O:9], predict the reactants needed to synthesize it. The reactants are: [OH:1][CH2:2][C:3]1([OH:6])[CH2:5][CH2:4]1.[CH3:7][S:8](Cl)(=[O:10])=[O:9]. (2) Given the product [O:34]1[CH:38]=[CH:37][CH:36]=[C:35]1[C:39]([OH:41])=[O:40].[Cl:1][C:2]1[C:3]([OH:33])=[CH:4][C:5]([O:12][CH2:13][C@:14]([OH:32])([CH3:31])[CH2:15][NH:16][CH:17]2[CH2:18][CH2:19][N:20]([CH2:23][C:24]3[CH:25]=[CH:26][C:27]([Cl:30])=[CH:28][CH:29]=3)[CH2:21][CH2:22]2)=[C:6]([NH:8][C:9](=[O:11])[CH3:10])[CH:7]=1, predict the reactants needed to synthesize it. The reactants are: [Cl:1][C:2]1[C:3]([OH:33])=[CH:4][C:5]([O:12][CH2:13][C@:14]([OH:32])([CH3:31])[CH2:15][NH:16][CH:17]2[CH2:22][CH2:21][N:20]([CH2:23][C:24]3[CH:29]=[CH:28][C:27]([Cl:30])=[CH:26][CH:25]=3)[CH2:19][CH2:18]2)=[C:6]([NH:8][C:9](=[O:11])[CH3:10])[CH:7]=1.[O:34]1[CH:38]=[CH:37][CH:36]=[C:35]1[C:39]([OH:41])=[O:40]. (3) The reactants are: [O:1]=[C:2]([CH2:8][CH2:9][C:10]1[CH:15]=[CH:14][CH:13]=[CH:12][C:11]=1[CH2:16][O:17][CH2:18][CH2:19][NH:20][C:21]([C:34]1[CH:39]=[CH:38][CH:37]=[CH:36][CH:35]=1)([C:28]1[CH:33]=[CH:32][CH:31]=[CH:30][CH:29]=1)[C:22]1[CH:27]=[CH:26][CH:25]=[CH:24][CH:23]=1)[CH2:3][C:4]([O:6][CH3:7])=[O:5].[Cl:40][C:41]1[CH:48]=[CH:47][CH:46]=[C:45]([Cl:49])[C:42]=1[CH:43]=O.C(O)(=O)C.N1CCCCC1. Given the product [CH3:7][O:6][C:4](=[O:5])[C:3]([C:2](=[O:1])[CH2:8][CH2:9][C:10]1[CH:15]=[CH:14][CH:13]=[CH:12][C:11]=1[CH2:16][O:17][CH2:18][CH2:19][NH:20][C:21]([C:34]1[CH:39]=[CH:38][CH:37]=[CH:36][CH:35]=1)([C:28]1[CH:29]=[CH:30][CH:31]=[CH:32][CH:33]=1)[C:22]1[CH:23]=[CH:24][CH:25]=[CH:26][CH:27]=1)=[CH:43][C:42]1[C:41]([Cl:40])=[CH:48][CH:47]=[CH:46][C:45]=1[Cl:49], predict the reactants needed to synthesize it. (4) Given the product [Cl:1][C:2]1[C:3]([C:10]([Cl:15])=[O:12])=[N:4][C:5]([S:8][CH3:9])=[N:6][CH:7]=1, predict the reactants needed to synthesize it. The reactants are: [Cl:1][C:2]1[C:3]([C:10]([OH:12])=O)=[N:4][C:5]([S:8][CH3:9])=[N:6][CH:7]=1.S(Cl)([Cl:15])=O.